From a dataset of Full USPTO retrosynthesis dataset with 1.9M reactions from patents (1976-2016). Predict the reactants needed to synthesize the given product. (1) Given the product [F:1][C:2]1[CH:29]=[CH:28][CH:27]=[C:26]([F:30])[C:3]=1[CH2:4][O:5][C:6]1[C:7]2[N:8]([C:12]([C:16]([NH:18][C@H:19]([CH2:22][CH2:23][CH2:24][CH3:25])[CH:20]([OH:21])[C:35]([F:38])([F:37])[F:36])=[O:17])=[C:13]([CH3:15])[N:14]=2)[CH:9]=[CH:10][CH:11]=1, predict the reactants needed to synthesize it. The reactants are: [F:1][C:2]1[CH:29]=[CH:28][CH:27]=[C:26]([F:30])[C:3]=1[CH2:4][O:5][C:6]1[C:7]2[N:8]([C:12]([C:16]([NH:18][C@H:19]([CH2:22][CH2:23][CH2:24][CH3:25])[CH:20]=[O:21])=[O:17])=[C:13]([CH3:15])[N:14]=2)[CH:9]=[CH:10][CH:11]=1.C[Si]([C:35]([F:38])([F:37])[F:36])(C)C.[F-].C([N+](CCCC)(CCCC)CCCC)CCC. (2) Given the product [CH3:1][C@H:2]1[CH2:7][CH2:6][C@H:5]([C:8]([N:10]([CH:33]([CH3:35])[CH3:34])[C:11]2[CH:15]=[C:14]([C:16]3[CH:17]=[CH:18][C:19]([NH:22][C:23]([C:25]4[N:26]=[CH:27][S:28][CH:29]=4)=[O:24])=[CH:20][CH:21]=3)[S:13][C:12]=2[C:30]([O-:32])=[O:31])=[O:9])[CH2:4][CH2:3]1.[NH4+:37], predict the reactants needed to synthesize it. The reactants are: [CH3:1][C@H:2]1[CH2:7][CH2:6][C@H:5]([C:8]([N:10]([CH:33]([CH3:35])[CH3:34])[C:11]2[CH:15]=[C:14]([C:16]3[CH:21]=[CH:20][C:19]([NH:22][C:23]([C:25]4[N:26]=[CH:27][S:28][CH:29]=4)=[O:24])=[CH:18][CH:17]=3)[S:13][C:12]=2[C:30]([OH:32])=[O:31])=[O:9])[CH2:4][CH2:3]1.[OH-].[NH4+:37]. (3) Given the product [CH:1]1([N:5]2[CH2:11][CH2:10][C:9]3[CH:12]=[CH:13][C:14]([NH:16][C:18]4[N:23]=[CH:22][C:21]([C:24]([NH:26][CH3:27])=[O:25])=[CH:20][CH:19]=4)=[CH:15][C:8]=3[CH2:7][CH2:6]2)[CH2:4][CH2:3][CH2:2]1, predict the reactants needed to synthesize it. The reactants are: [CH:1]1([N:5]2[CH2:11][CH2:10][C:9]3[CH:12]=[CH:13][C:14]([NH2:16])=[CH:15][C:8]=3[CH2:7][CH2:6]2)[CH2:4][CH2:3][CH2:2]1.Cl[C:18]1[N:23]=[CH:22][C:21]([C:24]([NH:26][CH3:27])=[O:25])=[CH:20][CH:19]=1.C1(P(C2C=CC=CC=2)C2C=CC3C(=CC=CC=3)C=2C2C3C(=CC=CC=3)C=CC=2P(C2C=CC=CC=2)C2C=CC=CC=2)C=CC=CC=1.C(=O)([O-])[O-].[K+].[K+]. (4) Given the product [C:1]([O:5][C:6]([N:8]1[CH:17]([CH3:18])[CH2:16][C:15]2[C:14]([O:20][C:21]3[CH:22]=[C:23]4[C:27](=[CH:28][CH:29]=3)[NH:26][CH:25]=[CH:24]4)=[N:13][CH:12]=[N:11][C:10]=2[CH2:9]1)=[O:7])([CH3:4])([CH3:3])[CH3:2], predict the reactants needed to synthesize it. The reactants are: [C:1]([O:5][C:6]([N:8]1[CH:17]([CH3:18])[CH2:16][C:15]2[C:14](Cl)=[N:13][CH:12]=[N:11][C:10]=2[CH2:9]1)=[O:7])([CH3:4])([CH3:3])[CH3:2].[OH:20][C:21]1[CH:22]=[C:23]2[C:27](=[CH:28][CH:29]=1)[NH:26][CH:25]=[CH:24]2.C1CCN2C(=NCCC2)CC1. (5) Given the product [CH:22]1([CH2:21][C@H:13]([NH2:12])[CH:14]=[CH2:15])[CH2:27][CH2:26][CH2:25][CH2:24][CH2:23]1, predict the reactants needed to synthesize it. The reactants are: B(F)(F)F.C([NH:12][C@@H:13]([CH2:21][CH:22]1[CH2:27][CH2:26][CH2:25][CH2:24][CH2:23]1)[CH:14](O)[CH2:15][Si](C)(C)C)(OC(C)(C)C)=O.C(=O)([O-])[O-].[Na+].[Na+]. (6) Given the product [ClH:4].[Cl:4][C:5]1[CH:6]=[C:7]([CH:31]=[CH:32][C:33]=1[F:34])[O:8][C:9]1[CH:10]=[CH:11][C:12]2[N:16]=[C:15]([CH2:17][O:18][C:19]3[CH:20]=[C:21]([CH:26]=[CH:27][CH:28]=3)[C:22]([OH:24])=[O:23])[N:14]([CH3:29])[C:13]=2[CH:30]=1, predict the reactants needed to synthesize it. The reactants are: [OH-].[Na+].Cl.[Cl:4][C:5]1[CH:6]=[C:7]([CH:31]=[CH:32][C:33]=1[F:34])[O:8][C:9]1[CH:10]=[CH:11][C:12]2[N:16]=[C:15]([CH2:17][O:18][C:19]3[CH:20]=[C:21]([CH:26]=[CH:27][CH:28]=3)[C:22]([O:24]C)=[O:23])[N:14]([CH3:29])[C:13]=2[CH:30]=1.Cl. (7) Given the product [Cl:23][C:24]1[CH:29]=[C:28]([C:17]2[CH:18]=[CH:19][CH:20]=[C:15]([C:14]([NH:13][CH2:12][CH2:11][C:5]3[C:4]4[C:8](=[CH:9][CH:10]=[C:2]([Cl:1])[CH:3]=4)[NH:7][CH:6]=3)=[O:22])[CH:16]=2)[CH:27]=[CH:26][CH:25]=1, predict the reactants needed to synthesize it. The reactants are: [Cl:1][C:2]1[CH:3]=[C:4]2[C:8](=[CH:9][CH:10]=1)[NH:7][CH:6]=[C:5]2[CH2:11][CH2:12][NH:13][C:14](=[O:22])[C:15]1[CH:20]=[CH:19][CH:18]=[C:17](I)[CH:16]=1.[Cl:23][C:24]1[CH:25]=[C:26](B(O)O)[CH:27]=[CH:28][CH:29]=1.C(=O)([O-])[O-].[Na+].[Na+]. (8) The reactants are: CS(C)=[O:3].[OH-].[Na+].OO.[NH2:9][C:10]1([C:31]#[N:32])[CH2:15][CH2:14][N:13]([S:16](/[CH:19]=[CH:20]/[C:21]2[C:26]([CH3:27])=[CH:25][C:24]([NH:28][CH3:29])=[CH:23][C:22]=2[CH3:30])(=[O:18])=[O:17])[CH2:12][CH2:11]1.[O-]S([O-])(=S)=O.[Na+].[Na+]. Given the product [NH2:9][C:10]1([C:31]([NH2:32])=[O:3])[CH2:15][CH2:14][N:13]([S:16](/[CH:19]=[CH:20]/[C:21]2[C:22]([CH3:30])=[CH:23][C:24]([NH:28][CH3:29])=[CH:25][C:26]=2[CH3:27])(=[O:17])=[O:18])[CH2:12][CH2:11]1, predict the reactants needed to synthesize it. (9) Given the product [C:1]([C:4]1[C:5]([F:33])=[C:6]([CH:29]=[CH:30][C:31]=1[F:32])[O:7][CH:8]([C:14]1[O:15][CH:16]=[C:17]([C:19]2[CH:20]=[CH:21][C:22]([C:25]([F:28])([F:27])[F:26])=[CH:23][CH:24]=2)[N:18]=1)[C:9]([OH:11])=[O:10])(=[O:3])[NH2:2], predict the reactants needed to synthesize it. The reactants are: [C:1]([C:4]1[C:5]([F:33])=[C:6]([CH:29]=[CH:30][C:31]=1[F:32])[O:7][CH:8]([C:14]1[O:15][CH:16]=[C:17]([C:19]2[CH:24]=[CH:23][C:22]([C:25]([F:28])([F:27])[F:26])=[CH:21][CH:20]=2)[N:18]=1)[C:9]([O:11]CC)=[O:10])(=[O:3])[NH2:2].[OH-].[Na+].